Dataset: Catalyst prediction with 721,799 reactions and 888 catalyst types from USPTO. Task: Predict which catalyst facilitates the given reaction. Reactant: [NH2:1][CH2:2][C:3]1[C:4]([CH3:18])=[CH:5][C:6]([NH:10]C(=O)OC(C)(C)C)=[N:7][C:8]=1[CH3:9].C1C=NC2N(O)N=NC=2C=1.N1C(C)=CC(C)=CC=1C.[CH3:38][O:39][C:40]1[CH:54]=[CH:53][C:43]([CH2:44][N:45]2[CH:49]=[C:48]([C:50](O)=[O:51])[CH:47]=[N:46]2)=[CH:42][CH:41]=1.CN(C(ON1N=NC2C=CC=NC1=2)=[N+](C)C)C.F[P-](F)(F)(F)(F)F. Product: [NH2:10][C:6]1[N:7]=[C:8]([CH3:9])[C:3]([CH2:2][NH:1][C:50]([C:48]2[CH:47]=[N:46][N:45]([CH2:44][C:43]3[CH:53]=[CH:54][C:40]([O:39][CH3:38])=[CH:41][CH:42]=3)[CH:49]=2)=[O:51])=[C:4]([CH3:18])[CH:5]=1. The catalyst class is: 2.